From a dataset of Forward reaction prediction with 1.9M reactions from USPTO patents (1976-2016). Predict the product of the given reaction. (1) Given the reactants [NH2:1][CH2:2][CH2:3][C:4]1[CH:9]=[CH:8][CH:7]=[CH:6][C:5]=1[N+:10]([O-:12])=[O:11].[C:13]([O:17][C:18]([N:20]1[CH2:25][CH2:24][C:23](=O)[CH2:22][CH2:21]1)=[O:19])([CH3:16])([CH3:15])[CH3:14].C(O)(=O)C.C([BH3-])#N.[Na+], predict the reaction product. The product is: [N+:10]([C:5]1[CH:6]=[CH:7][CH:8]=[CH:9][C:4]=1[CH2:3][CH2:2][NH:1][CH:23]1[CH2:24][CH2:25][N:20]([C:18]([O:17][C:13]([CH3:16])([CH3:15])[CH3:14])=[O:19])[CH2:21][CH2:22]1)([O-:12])=[O:11]. (2) Given the reactants [Br:1]Br.[CH:3]1([C:9]([C:11]2[CH:16]=[CH:15][C:14]([S:17][CH3:18])=[CH:13][CH:12]=2)=[O:10])[CH2:8][CH2:7][CH2:6][CH2:5][CH2:4]1, predict the reaction product. The product is: [Br:1][C:3]1([C:9]([C:11]2[CH:16]=[CH:15][C:14]([S:17][CH3:18])=[CH:13][CH:12]=2)=[O:10])[CH2:4][CH2:5][CH2:6][CH2:7][CH2:8]1. (3) Given the reactants [F:1][C:2]1[CH:3]=[C:4]([C:9]2[N:13]([CH2:14][C:15]([O:17]C(C)(C)C)=[O:16])[C:12](=[O:22])[C:11]3([CH2:26][CH2:25][CH2:24][CH2:23]3)[N:10]=2)[CH:5]=[C:6]([F:8])[CH:7]=1.[ClH:27], predict the reaction product. The product is: [ClH:27].[F:1][C:2]1[CH:3]=[C:4]([C:9]2[N:13]([CH2:14][C:15]([OH:17])=[O:16])[C:12](=[O:22])[C:11]3([CH2:26][CH2:25][CH2:24][CH2:23]3)[N:10]=2)[CH:5]=[C:6]([F:8])[CH:7]=1.